From a dataset of Forward reaction prediction with 1.9M reactions from USPTO patents (1976-2016). Predict the product of the given reaction. (1) Given the reactants [Cl:1][C:2]1[CH:3]=[N:4][C:5]([NH:12][CH2:13][C:14]2[CH:19]=[CH:18][C:17]([O:20][CH3:21])=[CH:16][CH:15]=2)=[C:6]([CH:11]=1)[C:7]([O:9][CH3:10])=[O:8].[O:22]=C(Cl)OC(Cl)(Cl)Cl, predict the reaction product. The product is: [Cl:1][C:2]1[CH:3]=[N:4][C:5]2[N:12]([CH2:13][C:14]3[CH:19]=[CH:18][C:17]([O:20][CH3:21])=[CH:16][CH:15]=3)[C:10](=[O:22])[O:9][C:7](=[O:8])[C:6]=2[CH:11]=1. (2) Given the reactants Br[C:2]1[CH:7]=[CH:6][C:5]([N+:8]([O-:10])=[O:9])=[C:4]([F:11])[CH:3]=1.CC([O-])=O.[K+].[B:17]1([B:17]2[O:21][C:20]([CH3:23])([CH3:22])[C:19]([CH3:25])([CH3:24])[O:18]2)[O:21][C:20]([CH3:23])([CH3:22])[C:19]([CH3:25])([CH3:24])[O:18]1.C(Cl)Cl, predict the reaction product. The product is: [F:11][C:4]1[CH:3]=[C:2]([B:17]2[O:21][C:20]([CH3:23])([CH3:22])[C:19]([CH3:25])([CH3:24])[O:18]2)[CH:7]=[CH:6][C:5]=1[N+:8]([O-:10])=[O:9]. (3) The product is: [CH2:18]([O:25][C:26]1[CH:27]=[CH:28][C:29]([C:30]([N:1]=[C:2]2[N:6]([CH:7]([CH3:13])[C:8]([OH:10])=[O:9])[C:5]3[CH:14]=[CH:15][CH:16]=[CH:17][C:4]=3[S:3]2)=[O:31])=[CH:33][CH:34]=1)[C:19]1[CH:20]=[CH:21][CH:22]=[CH:23][CH:24]=1. Given the reactants [NH:1]=[C:2]1[N:6]([CH:7]([CH3:13])[C:8]([O:10]CC)=[O:9])[C:5]2[CH:14]=[CH:15][CH:16]=[CH:17][C:4]=2[S:3]1.[CH2:18]([O:25][C:26]1[CH:34]=[CH:33][C:29]([C:30](O)=[O:31])=[CH:28][CH:27]=1)[C:19]1[CH:24]=[CH:23][CH:22]=[CH:21][CH:20]=1.N=C1N(C(CC)C(OCC)=O)C2C=CC=CC=2S1.FC1C=C(N)C(=CC=1)C(O)=O, predict the reaction product. (4) Given the reactants [CH3:1][Li].CON(C)[C:6]([CH:8]1[CH2:13][CH2:12][C:11]([F:15])([F:14])[CH2:10][CH2:9]1)=[O:7], predict the reaction product. The product is: [F:14][C:11]1([F:15])[CH2:12][CH2:13][CH:8]([C:6](=[O:7])[CH3:1])[CH2:9][CH2:10]1. (5) Given the reactants O[N:2]=[C:3]1[C:9]2[CH:10]=[CH:11][CH2:12][CH2:13][C:8]=2[CH2:7][CH2:6][N:5]([CH3:14])[C:4]1=[O:15].C(O)C.Cl.[OH-].[Na+], predict the reaction product. The product is: [NH2:2][CH:3]1[C:9]2[CH:10]=[CH:11][CH2:12][CH2:13][C:8]=2[CH2:7][CH2:6][N:5]([CH3:14])[C:4]1=[O:15]. (6) Given the reactants [CH2:1]([C:3]1[CH:8]=[C:7]([CH3:9])[CH:6]=[C:5]([CH2:10][CH3:11])[C:4]=1[C:12](=[O:18])[C:13]([N:15]([CH3:17])[NH2:16])=[O:14])[CH3:2].CO.[CH:21](=O)[CH3:22], predict the reaction product. The product is: [CH2:1]([C:3]1[CH:8]=[C:7]([CH3:9])[CH:6]=[C:5]([CH2:10][CH3:11])[C:4]=1[C:12](=[O:18])[C:13]([N:15]([CH3:17])[N:16]=[CH:21][CH3:22])=[O:14])[CH3:2]. (7) Given the reactants [Br:1][C:2]1[CH:6]=[C:5]([CH2:7][NH:8]S(C(C)(C)C)=O)[O:4][N:3]=1.[ClH:15].O1CCOCC1, predict the reaction product. The product is: [ClH:15].[Br:1][C:2]1[CH:6]=[C:5]([CH2:7][NH2:8])[O:4][N:3]=1. (8) Given the reactants [CH3:1][O:2][C:3]([C:5]1[C:14]2[C:9](=[CH:10][CH:11]=[CH:12][CH:13]=2)[C:8]([C:15]([OH:17])=O)=[CH:7][CH:6]=1)=[O:4].C(Cl)(=O)C(Cl)=O.[Cl:24][C:25]1[CH:30]=[C:29]([C:31]([F:40])([C:36]([F:39])([F:38])[F:37])[C:32]([F:35])([F:34])[F:33])[CH:28]=[C:27]([Cl:41])[C:26]=1[NH2:42].N1C=CC=CC=1, predict the reaction product. The product is: [CH3:1][O:2][C:3]([C:5]1[C:14]2[C:9](=[CH:10][CH:11]=[CH:12][CH:13]=2)[C:8]([C:15](=[O:17])[NH:42][C:26]2[C:27]([Cl:41])=[CH:28][C:29]([C:31]([F:40])([C:32]([F:33])([F:34])[F:35])[C:36]([F:37])([F:38])[F:39])=[CH:30][C:25]=2[Cl:24])=[CH:7][CH:6]=1)=[O:4].